Dataset: Catalyst prediction with 721,799 reactions and 888 catalyst types from USPTO. Task: Predict which catalyst facilitates the given reaction. (1) Reactant: [NH2:1][C:2]1[N:10]=[CH:9][CH:8]=[CH:7][C:3]=1[C:4]([OH:6])=[O:5].[C:11](=O)([O-])[O-].[K+].[K+].IC. Product: [CH3:11][O:5][C:4](=[O:6])[C:3]1[CH:7]=[CH:8][CH:9]=[N:10][C:2]=1[NH2:1]. The catalyst class is: 9. (2) Reactant: [Cl:1][C:2]1[CH:3]=[CH:4][C:5]2[O:10][C:9]([CH3:14])([C:11]([OH:13])=O)[CH2:8][NH:7][C:6]=2[CH:15]=1.CCN=C=NCCCN(C)C.C1C=CC2N(O)N=NC=2C=1.CCN(C(C)C)C(C)C.[F:46][C:47]1[CH:61]=[CH:60][C:50]([CH2:51][C:52]2([C:58]#[N:59])[CH2:57][CH2:56][NH:55][CH2:54][CH2:53]2)=[CH:49][CH:48]=1. Product: [Cl:1][C:2]1[CH:3]=[CH:4][C:5]2[O:10][C:9]([CH3:14])([C:11]([N:55]3[CH2:56][CH2:57][C:52]([CH2:51][C:50]4[CH:49]=[CH:48][C:47]([F:46])=[CH:61][CH:60]=4)([C:58]#[N:59])[CH2:53][CH2:54]3)=[O:13])[CH2:8][NH:7][C:6]=2[CH:15]=1. The catalyst class is: 3.